Dataset: Catalyst prediction with 721,799 reactions and 888 catalyst types from USPTO. Task: Predict which catalyst facilitates the given reaction. Reactant: [CH2:1]([C@@H:8]1[CH2:13][N:12](C(OC(C)(C)C)=O)[CH2:11][CH2:10][N:9]1[C:21](=[O:42])[CH2:22][CH2:23][C:24]1[CH:41]=[CH:40][CH:39]=[CH:38][C:25]=1[O:26][C:27]1[CH:32]=[CH:31][CH:30]=[CH:29][C:28]=1[CH2:33][CH2:34][C:35]([OH:37])=[O:36])[C:2]1[CH:7]=[CH:6][CH:5]=[CH:4][CH:3]=1.C(O)(C(F)(F)F)=O. Product: [CH2:1]([C@@H:8]1[CH2:13][NH:12][CH2:11][CH2:10][N:9]1[C:21](=[O:42])[CH2:22][CH2:23][C:24]1[CH:41]=[CH:40][CH:39]=[CH:38][C:25]=1[O:26][C:27]1[CH:32]=[CH:31][CH:30]=[CH:29][C:28]=1[CH2:33][CH2:34][C:35]([OH:37])=[O:36])[C:2]1[CH:7]=[CH:6][CH:5]=[CH:4][CH:3]=1. The catalyst class is: 4.